Dataset: Reaction yield outcomes from USPTO patents with 853,638 reactions. Task: Predict the reaction yield, written as a fraction of the theoretical maximum amount of product (1.0 means a 100% yield; for example, 0.34 means a 34% yield). The reactants are [NH2:1][C:2]1[N:7]=[CH:6][N:5]=[C:4]2[N:8]([CH:20]([C:22]3[O:23][C:24]4[C:29]([C:30](=[O:39])[C:31]=3[C:32]3[CH:37]=[CH:36][CH:35]=[C:34]([F:38])[CH:33]=3)=[CH:28][CH:27]=[CH:26][CH:25]=4)[CH3:21])[N:9]=[C:10]([C:11]3[CH:16]=[CH:15][C:14]([F:17])=[C:13]([O:18]C)[CH:12]=3)[C:3]=12. The catalyst is ClCCl.B(Br)(Br)Br. The product is [NH2:1][C:2]1[N:7]=[CH:6][N:5]=[C:4]2[N:8]([CH:20]([C:22]3[O:23][C:24]4[C:29]([C:30](=[O:39])[C:31]=3[C:32]3[CH:37]=[CH:36][CH:35]=[C:34]([F:38])[CH:33]=3)=[CH:28][CH:27]=[CH:26][CH:25]=4)[CH3:21])[N:9]=[C:10]([C:11]3[CH:16]=[CH:15][C:14]([F:17])=[C:13]([OH:18])[CH:12]=3)[C:3]=12. The yield is 0.550.